From a dataset of Reaction yield outcomes from USPTO patents with 853,638 reactions. Predict the reaction yield, written as a fraction of the theoretical maximum amount of product (1.0 means a 100% yield; for example, 0.34 means a 34% yield). (1) The reactants are [Cl:1][C:2]1[CH:3]=[C:4]([CH:10]=[C:11]([Cl:14])[C:12]=1[OH:13])[C:5](OCC)=[O:6].O.[NH2:16][NH2:17]. The catalyst is C(O)C. The product is [Cl:1][C:2]1[CH:3]=[C:4]([CH:10]=[C:11]([Cl:14])[C:12]=1[OH:13])[C:5]([NH:16][NH2:17])=[O:6]. The yield is 0.500. (2) The reactants are [Si]([O:8][CH:9]([C:15]1[CH:16]=[CH:17][C:18]2[O:22][C:21]([CH3:23])=[N:20][C:19]=2[C:24]=1[OH:25])[C:10]([O:12][CH2:13][CH3:14])=[O:11])(C(C)(C)C)(C)C.C(=O)([O-])[O-].[K+].[K+].[CH2:32](Br)[C:33]1[CH:38]=[CH:37][CH:36]=[CH:35][CH:34]=1.[F-].C([N+](CCCC)(CCCC)CCCC)CCC.O1CCCC1. The catalyst is CN(C)C=O.O. The product is [OH:8][CH:9]([C:15]1[CH:16]=[CH:17][C:18]2[O:22][C:21]([CH3:23])=[N:20][C:19]=2[C:24]=1[O:25][CH2:32][C:33]1[CH:38]=[CH:37][CH:36]=[CH:35][CH:34]=1)[C:10]([O:12][CH2:13][CH3:14])=[O:11]. The yield is 0.830. (3) The reactants are [F:1][C:2]1[CH:3]=[C:4]([CH:42]=[C:43]([F:45])[CH:44]=1)[CH2:5][N:6]1[CH:10]=[C:9]([C:11]2[C:19]3[C:14](=[N:15][CH:16]=[C:17]([C:20]4[CH:21]=[N:22][C:23]([N:26]5[CH2:31][CH2:30][NH:29][CH2:28][CH2:27]5)=[CH:24][CH:25]=4)[CH:18]=3)[N:13]([S:32]([C:35]3[CH:41]=[CH:40][C:38]([CH3:39])=[CH:37][CH:36]=3)(=[O:34])=[O:33])[CH:12]=2)[CH:8]=[N:7]1.FC1C=C(C=C(F)C=1)CN1C=C(C2C3C(=NC=C(C4C=NC(N5CCN(C)CC5)=CC=4)C=3)NC=2)C=N1.Cl[CH2:83][C:84]([NH2:86])=[O:85].C(=O)(O)[O-].[Na+]. The catalyst is C(O)C.CC(C)=O. The product is [F:1][C:2]1[CH:3]=[C:4]([CH:42]=[C:43]([F:45])[CH:44]=1)[CH2:5][N:6]1[CH:10]=[C:9]([C:11]2[C:19]3[C:14](=[N:15][CH:16]=[C:17]([C:20]4[CH:25]=[CH:24][C:23]([N:26]5[CH2:27][CH2:28][N:29]([CH2:83][C:84]([NH2:86])=[O:85])[CH2:30][CH2:31]5)=[N:22][CH:21]=4)[CH:18]=3)[N:13]([S:32]([C:35]3[CH:36]=[CH:37][C:38]([CH3:39])=[CH:40][CH:41]=3)(=[O:33])=[O:34])[CH:12]=2)[CH:8]=[N:7]1. The yield is 0.917.